From a dataset of Full USPTO retrosynthesis dataset with 1.9M reactions from patents (1976-2016). Predict the reactants needed to synthesize the given product. (1) Given the product [F:1][C:2]1[CH:7]=[CH:6][C:5]([F:8])=[CH:4][C:3]=1[CH:9]=[CH:10][C:11]([NH:13][C@H:14]([C:24]([OH:26])=[O:25])[CH2:15][C:16]1[CH:17]=[CH:18][C:19]([O:22][CH3:23])=[CH:20][CH:21]=1)=[O:12], predict the reactants needed to synthesize it. The reactants are: [F:1][C:2]1[CH:7]=[CH:6][C:5]([F:8])=[CH:4][C:3]=1[CH:9]=[CH:10][C:11]([NH:13][C@H:14]([C:24]([O:26]C)=[O:25])[CH2:15][C:16]1[CH:21]=[CH:20][C:19]([O:22][CH3:23])=[CH:18][CH:17]=1)=[O:12].[OH-].[Na+]. (2) Given the product [C:1]1([C:7]2[CH:12]=[CH:11][N:10]=[C:9]([N:13]3[CH2:14][CH:15]4[CH:19]([CH2:18][N:17]([C:28]([C:27]5[CH:31]=[CH:32][CH:33]=[CH:34][C:26]=5[C:22]5[S:21][CH:25]=[CH:24][CH:23]=5)=[O:29])[CH2:16]4)[CH2:20]3)[N:8]=2)[CH:2]=[CH:3][CH:4]=[CH:5][CH:6]=1, predict the reactants needed to synthesize it. The reactants are: [C:1]1([C:7]2[CH:12]=[CH:11][N:10]=[C:9]([N:13]3[CH2:20][CH:19]4[CH:15]([CH2:16][NH:17][CH2:18]4)[CH2:14]3)[N:8]=2)[CH:6]=[CH:5][CH:4]=[CH:3][CH:2]=1.[S:21]1[CH:25]=[CH:24][CH:23]=[C:22]1[C:26]1[CH:34]=[CH:33][CH:32]=[CH:31][C:27]=1[C:28](O)=[O:29].